Dataset: Catalyst prediction with 721,799 reactions and 888 catalyst types from USPTO. Task: Predict which catalyst facilitates the given reaction. (1) Reactant: Br[CH2:2][C:3](=O)[CH2:4][CH:5]([CH3:7])[CH3:6].[NH2:9][C:10]1[CH:15]=[CH:14][CH:13]=[CH:12][C:11]=1[C:16](=[S:18])[NH2:17]. Product: [CH2:4]([C:3]1[N:17]=[C:16]([C:11]2[CH:12]=[CH:13][CH:14]=[CH:15][C:10]=2[NH2:9])[S:18][CH:2]=1)[CH:5]([CH3:7])[CH3:6]. The catalyst class is: 8. (2) Reactant: [N:1]1([C:7]([O:9][CH2:10][C:11]2[CH:16]=[CH:15][CH:14]=[CH:13][CH:12]=2)=[O:8])[CH2:6][CH:5]=[CH:4][CH2:3][CH2:2]1.ClC1C=C(C=CC=1)C(OO)=[O:22].CCCCCC.C(OCC)(=O)C. Product: [CH:5]12[O:22][CH:4]1[CH2:3][CH2:2][N:1]([C:7]([O:9][CH2:10][C:11]1[CH:12]=[CH:13][CH:14]=[CH:15][CH:16]=1)=[O:8])[CH2:6]2. The catalyst class is: 4. (3) Reactant: [OH-].[Na+].[CH3:3][O:4][C:5]1[C:14]([S:15][CH3:16])=[C:13]([C:17]([F:20])([F:19])[F:18])[CH:12]=[CH:11][C:6]=1[C:7]([O:9]C)=[O:8].O.Cl. The catalyst class is: 5. Product: [CH3:3][O:4][C:5]1[C:14]([S:15][CH3:16])=[C:13]([C:17]([F:20])([F:19])[F:18])[CH:12]=[CH:11][C:6]=1[C:7]([OH:9])=[O:8]. (4) Reactant: [C:1]([C:5]1[S:9][C:8]([NH2:10])=[N:7][N:6]=1)([CH3:4])([CH3:3])[CH3:2].[Cl:11][C:12]1[CH:13]=[CH:14][C:15]([O:21][CH3:22])=[C:16]([CH:20]=1)[C:17](Cl)=[O:18].C(N(CC)CC)C. Product: [C:1]([C:5]1[S:9][C:8]([NH:10][C:17](=[O:18])[C:16]2[CH:20]=[C:12]([Cl:11])[CH:13]=[CH:14][C:15]=2[O:21][CH3:22])=[N:7][N:6]=1)([CH3:4])([CH3:3])[CH3:2]. The catalyst class is: 2. (5) Reactant: [CH3:1][O:2][C:3]1[CH:8]=[CH:7][C:6]([NH:9][C:10](=[O:12])[CH3:11])=[C:5]([CH3:13])[CH:4]=1.[N+:14]([O-])([OH:16])=[O:15]. Product: [CH3:1][O:2][C:3]1[C:8]([N+:14]([O-:16])=[O:15])=[CH:7][C:6]([NH:9][C:10](=[O:12])[CH3:11])=[C:5]([CH3:13])[CH:4]=1. The catalyst class is: 15. (6) Reactant: [NH:1]1[CH2:6][CH2:5][CH:4]([C:7]2[CH:8]=[CH:9][C:10]3[O:19][CH2:18][CH2:17][C:16]4[N:12]([N:13]=[C:14]([C:20]5[N:21]([CH2:25][C:26]([F:29])([F:28])[F:27])[N:22]=[CH:23][N:24]=5)[CH:15]=4)[C:11]=3[CH:30]=2)[CH2:3][CH2:2]1.C(=O)([O-])[O-].[K+].[K+].Br[CH2:38][C:39]([NH2:41])=[O:40]. Product: [F:28][C:26]([F:29])([F:27])[CH2:25][N:21]1[C:20]([C:14]2[CH:15]=[C:16]3[N:12]([C:11]4[CH:30]=[C:7]([CH:4]5[CH2:3][CH2:2][N:1]([CH2:38][C:39]([NH2:41])=[O:40])[CH2:6][CH2:5]5)[CH:8]=[CH:9][C:10]=4[O:19][CH2:18][CH2:17]3)[N:13]=2)=[N:24][CH:23]=[N:22]1. The catalyst class is: 3.